From a dataset of Full USPTO retrosynthesis dataset with 1.9M reactions from patents (1976-2016). Predict the reactants needed to synthesize the given product. (1) Given the product [CH3:31][O:33][C:34]1[CH:35]=[CH:5][N+:6]([O-:28])=[C:7]2[NH:8][CH:9]=[CH:10][C:2]=12, predict the reactants needed to synthesize it. The reactants are: Br[C:2]1[C:10]2[C:5](=[N:6][CH:7]=[N:8][C:9]=2Cl)N(COCC[Si](C)(C)C)N=1.C1C=C(Cl)C=C(C(OO)=[O:28])C=1.[CH2:31]([O:33][CH2:34][CH3:35])C. (2) Given the product [Cl:13][C:7]1[C:6]([C:14]([O:16][CH3:17])=[O:15])=[CH:5][C:4]([C:1]([OH:3])([CH3:18])[CH3:2])=[C:12]2[C:8]=1[CH:9]=[CH:10][NH:11]2, predict the reactants needed to synthesize it. The reactants are: [C:1]([C:4]1[CH:5]=[C:6]([C:14]([O:16][CH3:17])=[O:15])[C:7]([Cl:13])=[C:8]2[C:12]=1[NH:11][CH:10]=[CH:9]2)(=[O:3])[CH3:2].[CH3:18][Mg]Br.C(OCC)C. (3) Given the product [NH2:11][C:10]([C:8]1[O:9][C:5]2[CH:4]=[CH:3][C:2]([Br:1])=[CH:27][C:6]=2[C:7]=1[NH:13][C:14]([C@@H:16]1[CH2:19][CH2:37][CH2:36][N:35]1[C:33]([O:32][C:28]([CH3:31])([CH3:30])[CH3:29])=[O:34])=[O:15])=[O:12], predict the reactants needed to synthesize it. The reactants are: [Br:1][C:2]1[CH:3]=[CH:4][C:5]2[O:9][C:8]([C:10](=[O:12])[NH2:11])=[C:7]([NH:13][C:14]([CH:16]3[CH2:19]N(C(OC(C)(C)C)=O)C3)=[O:15])[C:6]=2[CH:27]=1.[C:28]([O:32][C:33]([N:35]1CCC[C@H:36]1[C:37](O)=O)=[O:34])([CH3:31])([CH3:30])[CH3:29].C(N1CC(C(O)=O)C1)(OC(C)(C)C)=O.